Dataset: Cav3 T-type calcium channel HTS with 100,875 compounds. Task: Binary Classification. Given a drug SMILES string, predict its activity (active/inactive) in a high-throughput screening assay against a specified biological target. The compound is [nH]1c2c(nc1/C=C\c1ccccc1)cccc2. The result is 0 (inactive).